This data is from Catalyst prediction with 721,799 reactions and 888 catalyst types from USPTO. The task is: Predict which catalyst facilitates the given reaction. (1) Reactant: [NH:1]1[C:9]2[C:4](=[CH:5][CH:6]=[CH:7][CH:8]=2)[CH2:3][CH2:2]1.Cl[C:11]([O:13][CH3:14])=[O:12].C(N(CC)CC)C. Product: [CH3:14][O:13][C:11]([N:1]1[C:9]2[C:4](=[CH:5][CH:6]=[CH:7][CH:8]=2)[CH2:3][CH2:2]1)=[O:12]. The catalyst class is: 79. (2) Reactant: [NH2:1][C:2]1[C:3]([O:13][CH3:14])=[CH:4][C:5]([Cl:12])=[C:6]([CH:11]=1)[C:7]([O:9][CH3:10])=[O:8].CCN(CC)CC.[C:22](Cl)(=[O:24])[CH3:23]. Product: [C:22]([NH:1][C:2]1[C:3]([O:13][CH3:14])=[CH:4][C:5]([Cl:12])=[C:6]([CH:11]=1)[C:7]([O:9][CH3:10])=[O:8])(=[O:24])[CH3:23]. The catalyst class is: 2. (3) The catalyst class is: 6. Reactant: [NH2:1][C:2]1[CH:7]=[CH:6][C:5]([CH2:8][CH2:9][CH2:10][CH:11]([N:29]([CH2:34][C:35]([OH:37])=[O:36])[CH2:30][C:31]([OH:33])=[O:32])[CH2:12][N:13]([CH2:18][CH2:19][N:20]([CH2:25][C:26]([OH:28])=[O:27])[CH2:21][C:22]([OH:24])=[O:23])[CH2:14][C:15]([OH:17])=[O:16])=[CH:4][CH:3]=1.[C:38](Cl)(Cl)=[S:39].C(Cl)(Cl)Cl. Product: [C:31]([CH2:30][N:29]([CH2:34][C:35]([OH:37])=[O:36])[CH:11]([CH2:10][CH2:9][CH2:8][C:5]1[CH:6]=[CH:7][C:2]([N:1]=[C:38]=[S:39])=[CH:3][CH:4]=1)[CH2:12][N:13]([CH2:18][CH2:19][N:20]([CH2:21][C:22]([OH:24])=[O:23])[CH2:25][C:26]([OH:28])=[O:27])[CH2:14][C:15]([OH:17])=[O:16])([OH:33])=[O:32].